Dataset: Catalyst prediction with 721,799 reactions and 888 catalyst types from USPTO. Task: Predict which catalyst facilitates the given reaction. (1) Reactant: Cl[C:2]1[CH:7]=[CH:6][N:5]=[C:4]([C:8]([OH:10])=[O:9])[CH:3]=1.[CH2:11]([OH:15])[CH2:12][CH2:13][CH3:14].S(=O)(=O)(O)O. Product: [CH2:11]([O:15][C:2]1[CH:7]=[CH:6][N:5]=[C:4]([C:8]([O:10][CH2:7][CH2:2][CH2:3][CH3:4])=[O:9])[CH:3]=1)[CH2:12][CH2:13][CH3:14]. The catalyst class is: 801. (2) Reactant: [N:1]1([C:6]2[CH:14]=[CH:13][CH:12]=[C:11]3[C:7]=2[C:8]([NH2:15])=[N:9][NH:10]3)[CH:5]=[N:4][CH:3]=[N:2]1.CC1(C)OC(=O)[CH:20]([C:24]([CH:26]2[CH2:31][CH2:30][N:29]([C:32]([O:34][C:35]([CH3:38])([CH3:37])[CH3:36])=[O:33])[CH2:28][CH2:27]2)=O)[C:19](=O)[O:18]1.P([O-])([O-])([O-])=O.[K+].[K+].[K+].Cl. Product: [O:18]=[C:19]1[CH:20]=[C:24]([CH:26]2[CH2:31][CH2:30][N:29]([C:32]([O:34][C:35]([CH3:38])([CH3:37])[CH3:36])=[O:33])[CH2:28][CH2:27]2)[N:9]2[N:10]=[C:11]3[C:7]([C:6]([N:1]4[CH:5]=[N:4][CH:3]=[N:2]4)=[CH:14][CH:13]=[CH:12]3)=[C:8]2[NH:15]1. The catalyst class is: 47. (3) Reactant: C[CH2:2][N:3](C(C)C)C(C)C.[CH3:10][C@H:11]1[O:16][C@@H:15]([CH3:17])[CH2:14][N:13]([C:18]2[S:19][C:20]([C:25]3[CH:30]=[C:29]([CH3:31])[N:28]=[C:27]([CH3:32])[CH:26]=3)=[C:21](NC)[N:22]=2)[CH2:12]1.[CH3:33][C:34]1[CH:38]=[C:37]([C:39](Cl)=[O:40])[O:36][N:35]=1. Product: [CH3:10][C@H:11]1[O:16][C@@H:15]([CH3:17])[CH2:14][N:13]([C:18]2[S:19][C:20]([C:25]3[CH:26]=[C:27]([CH3:32])[N:28]=[C:29]([CH3:31])[CH:30]=3)=[C:21]([CH2:2][NH:3][C:39]([C:37]3[O:36][N:35]=[C:34]([CH3:33])[CH:38]=3)=[O:40])[N:22]=2)[CH2:12]1. The catalyst class is: 2. (4) Reactant: [F:1][C:2]1[CH:7]=[CH:6][C:5]([C:8]([C:14]2[CH:15]=[N:16][C:17]([N:20]3[CH2:25][CH2:24][N:23]([C:26]([O:28][C:29]([CH3:32])([CH3:31])[CH3:30])=[O:27])[CH2:22][CH2:21]3)=[N:18][CH:19]=2)([CH3:13])[C:9](OC)=[O:10])=[CH:4][CH:3]=1.[Li+].[BH4-]. Product: [F:1][C:2]1[CH:7]=[CH:6][C:5]([C:8]([C:14]2[CH:15]=[N:16][C:17]([N:20]3[CH2:25][CH2:24][N:23]([C:26]([O:28][C:29]([CH3:32])([CH3:31])[CH3:30])=[O:27])[CH2:22][CH2:21]3)=[N:18][CH:19]=2)([CH3:13])[CH2:9][OH:10])=[CH:4][CH:3]=1. The catalyst class is: 1. (5) Reactant: [F:1][C:2]1[CH:3]=[C:4]([C@@H:8]([C@@H:17]2[CH2:22][CH2:21][CH2:20][N:19]([C:23](=[O:36])[NH:24][C@@H:25]([CH2:29][C@@H:30]3[CH2:35][CH2:34][CH2:33][O:32][CH2:31]3)[CH2:26][NH:27][CH3:28])[CH2:18]2)[O:9][CH2:10][CH2:11][NH:12][C:13](=[O:16])[O:14][CH3:15])[CH:5]=[CH:6][CH:7]=1.[C:37]([OH:44])(=[O:43])/[CH:38]=[CH:39]/[C:40]([OH:42])=[O:41]. Product: [C:37]([OH:44])(=[O:43])/[CH:38]=[CH:39]/[C:40]([OH:42])=[O:41].[F:1][C:2]1[CH:3]=[C:4]([C@@H:8]([C@@H:17]2[CH2:22][CH2:21][CH2:20][N:19]([C:23](=[O:36])[NH:24][C@@H:25]([CH2:29][C@@H:30]3[CH2:35][CH2:34][CH2:33][O:32][CH2:31]3)[CH2:26][NH:27][CH3:28])[CH2:18]2)[O:9][CH2:10][CH2:11][NH:12][C:13](=[O:16])[O:14][CH3:15])[CH:5]=[CH:6][CH:7]=1. The catalyst class is: 8. (6) Reactant: [OH:1][C:2]1[CH:3]=[C:4]2[C:9](=[CH:10][C:11]=1[CH3:12])[O:8][C:7]1([CH2:21][C:20]([CH3:23])([CH3:22])[C:19]3[C:14](=[CH:15][C:16]([CH3:25])=[C:17]([OH:24])[CH:18]=3)[O:13]1)[CH2:6][C:5]2([CH3:27])[CH3:26].C(=O)([O-])[O-].[K+].[K+].[CH2:34]([O:41][C:42](=[O:45])[CH2:43]Br)[C:35]1[CH:40]=[CH:39][CH:38]=[CH:37][CH:36]=1.O. Product: [CH2:34]([O:41][C:42](=[O:45])[CH2:43][O:24][C:17]1[CH:18]=[C:19]2[C:14](=[CH:15][C:16]=1[CH3:25])[O:13][C:7]1([CH2:6][C:5]([CH3:27])([CH3:26])[C:4]3[C:9](=[CH:10][C:11]([CH3:12])=[C:2]([OH:1])[CH:3]=3)[O:8]1)[CH2:21][C:20]2([CH3:22])[CH3:23])[C:35]1[CH:40]=[CH:39][CH:38]=[CH:37][CH:36]=1. The catalyst class is: 3. (7) Reactant: [CH2:1]([O:8][C:9]1[C:10]([NH:15][C:16]([NH2:18])=[S:17])=[N:11][CH:12]=[CH:13][CH:14]=1)[C:2]1[CH:7]=[CH:6][CH:5]=[CH:4][CH:3]=1.Br[CH2:20][C:21](=O)[CH2:22][CH2:23][N:24]1[C:32](=[O:33])[C:31]2[C:26](=[CH:27][CH:28]=[CH:29][CH:30]=2)[C:25]1=[O:34].C(N(CC)CC)C.C(O)C. Product: [CH2:1]([O:8][C:9]1[C:10]([NH:15][C:16]2[S:17][CH:20]=[C:21]([CH2:22][CH2:23][N:24]3[C:32](=[O:33])[C:31]4[C:26](=[CH:27][CH:28]=[CH:29][CH:30]=4)[C:25]3=[O:34])[N:18]=2)=[N:11][CH:12]=[CH:13][CH:14]=1)[C:2]1[CH:3]=[CH:4][CH:5]=[CH:6][CH:7]=1. The catalyst class is: 6. (8) Reactant: [Cl:1][C:2]1[C:7]([F:8])=[CH:6][CH:5]=[C:4]([Cl:9])[C:3]=1[CH:10]([O:12][C:13]1[C:14]([NH2:19])=[N:15][CH:16]=[CH:17][CH:18]=1)[CH3:11].C1C(=O)N([Br:27])C(=O)C1. Product: [Br:27][C:17]1[CH:18]=[C:13]([O:12][CH:10]([C:3]2[C:4]([Cl:9])=[CH:5][CH:6]=[C:7]([F:8])[C:2]=2[Cl:1])[CH3:11])[C:14]([NH2:19])=[N:15][CH:16]=1. The catalyst class is: 10.